Dataset: Forward reaction prediction with 1.9M reactions from USPTO patents (1976-2016). Task: Predict the product of the given reaction. (1) The product is: [NH2:7][C@H:8]([C:9]([OH:12])([CH3:10])[CH3:11])[C:13]([N:15]1[CH2:20][CH2:19][N:18]([C:21]2[CH:26]=[CH:25][C:24]([O:27][CH3:28])=[C:23]([O:29][CH:30]3[CH2:31][CH2:32][CH2:33][CH2:34]3)[CH:22]=2)[CH2:17][C@@H:16]1[CH2:35][C:36]1[CH:37]=[CH:38][CH:39]=[CH:40][CH:41]=1)=[O:14]. Given the reactants C(OC(=O)[NH:7][C@@H:8]([C:13]([N:15]1[CH2:20][CH2:19][N:18]([C:21]2[CH:26]=[CH:25][C:24]([O:27][CH3:28])=[C:23]([O:29][CH:30]3[CH2:34][CH2:33][CH2:32][CH2:31]3)[CH:22]=2)[CH2:17][C@@H:16]1[CH2:35][C:36]1[CH:41]=[CH:40][CH:39]=[CH:38][CH:37]=1)=[O:14])[C:9]([OH:12])([CH3:11])[CH3:10])(C)(C)C.FC(F)(F)C(O)=O, predict the reaction product. (2) Given the reactants [C:1]([N:4]1[C:13]2[C:8](=[CH:9][CH:10]=[CH:11][CH:12]=2)[C:7](=[N:14][C:15]2[CH:20]=[CH:19][CH:18]=[CH:17][C:16]=2[F:21])[CH2:6][CH:5]1[CH3:22])(=[O:3])[CH3:2].C([BH3-])#N.[Na+].Cl.C(=O)([O-])O.[Na+], predict the reaction product. The product is: [C:1]([N:4]1[C:13]2[C:8](=[CH:9][CH:10]=[CH:11][CH:12]=2)[C@H:7]([NH:14][C:15]2[CH:20]=[CH:19][CH:18]=[CH:17][C:16]=2[F:21])[CH2:6][C@@H:5]1[CH3:22])(=[O:3])[CH3:2].